This data is from Experimentally validated miRNA-target interactions with 360,000+ pairs, plus equal number of negative samples. The task is: Binary Classification. Given a miRNA mature sequence and a target amino acid sequence, predict their likelihood of interaction. (1) The miRNA is hsa-miR-192-5p with sequence CUGACCUAUGAAUUGACAGCC. The protein sequence of the target gene is MGHSKQIRILLLNEMEKLEKTLFRLEQGYELQFRLGPTLQGKAVTVYTNYPFPGETFNREKFRSLDWENPTEREDDSDKYCKLNLQQSGSFQYYFLQGNEKSGGGYIVVDPILRVGADNHVLPLDCVTLQTFLAKCLGPFDEWESRLRVAKESGYNMIHFTPLQTLGLSRSCYSLANQLELNPDFSRPNRKYTWNDVGQLVEKLKKEWNVICITDVVYNHTAANSKWIQEHPECAYNLVNSPHLKPAWVLDRALWRFSCDVAEGKYKEKGIPALIENDHHMNSIRKIIWEDIFPKLKLWE.... Result: 1 (interaction). (2) The miRNA is hsa-miR-3689b-3p with sequence CUGGGAGGUGUGAUAUUGUGGU. Result: 1 (interaction). The protein sequence of the target gene is MAHRPKRTFRQRAADSSDSDGAEESPAEPGAPRELPVPGSAEEEPPSGGGRAQVAGLPHRVRGPRGRGRVWASSRRATKAAPRADEGSESRTLDVSTDEEDKIHHSSESKDDQGLSSDSSSSLGEKELSSTVKIPDAAFIQAARRKRELARAQDDYISLDVQHTSSISGMKRESEDDPESEPDDHEKRIPFTLRPQTLRQRMAEESISRNEETSEESQEDEKQDTWEQQQMRKAVKIIEERDIDLSCGNGSSKVKKFDTSISFPPVNLEIIKKQLNTRLTLLQETHRSHLREYEKYVQDV.... (3) The protein sequence of the target gene is MLSCLKEEMPPQELTRRLATVITHVDEIMQQEVRPLMAVEIIEQLHRQFAILSGGRGEDGAPIITFPEFSGFKHIPDEDFLNVMTYLTSIPSVEAASIGFIVVIDRRRDKWSSVKASLTRIAVAFPGNLQLIFILRPSRFIQRTFTDIGIKYYRNEFKTKVPIIMVNSVSDLHGYIDKSQLTRELGGTLEYRHGQWVNHRTAIENFALTLKTTAQMLQTFGSCLATAELPRSMLSTEDLLMSHTRQRDKLQDELKLLGKQGTTLLSCIQEPATKCPNSKLNLNQLENVTTMERLLVQLDE.... The miRNA is hsa-miR-4478 with sequence GAGGCUGAGCUGAGGAG. Result: 1 (interaction). (4) The miRNA is mmu-miR-451a with sequence AAACCGUUACCAUUACUGAGUU. The protein sequence of the target gene is MNNLSFSELCCLFCCPPCPGKIASKLAFLPPDPTYTLMCDESGSRWTLHLSERADWQYSSREKDAIECFMTRTSKGNRIACMFVRCSPNAKYTLLFSHGNAVDLGQMSSFYIGLGSRINCNIFSYDYSGYGASSGKPTEKNLYADVEAAWLALRTRYGIRPENVIIYGQSIGTVPSVDLAARYESAAVILHSPLTSGMRVAFPDTKKTYCFDAFPNIDKISKITSPVLIIHGTEDEVIDFSHGLALFERCQRPVEPLWVEGAGHNDVELYGQYLERLKQFVSQELVNL. Result: 1 (interaction).